From a dataset of Forward reaction prediction with 1.9M reactions from USPTO patents (1976-2016). Predict the product of the given reaction. (1) Given the reactants [N:1]1[CH:6]=[C:5]([CH2:7][C:8]2[C:9](=[O:15])[NH:10][C:11](=[S:14])[NH:12][CH:13]=2)[CH:4]=[N:3][CH:2]=1.CCN(C(C)C)C(C)C.Cl[CH2:26][C:27]1[CH:28]=[CH:29][C:30]([O:35][C:36]2[CH:41]=[CH:40][C:39]([F:42])=[C:38]([C:43]([F:46])([F:45])[F:44])[CH:37]=2)=[C:31]([CH:34]=1)[C:32]#[N:33], predict the reaction product. The product is: [F:42][C:39]1[CH:40]=[CH:41][C:36]([O:35][C:30]2[CH:29]=[CH:28][C:27]([CH2:26][S:14][C:11]3[NH:12][CH:13]=[C:8]([CH2:7][C:5]4[CH:6]=[N:1][CH:2]=[N:3][CH:4]=4)[C:9](=[O:15])[N:10]=3)=[CH:34][C:31]=2[C:32]#[N:33])=[CH:37][C:38]=1[C:43]([F:44])([F:45])[F:46]. (2) Given the reactants [Cl:1][C:2]1[CH:9]=[C:8]([N:10]2[C@@H:14]([CH3:15])[C@H:13]([O:16][Si](C(C)(C)C)(C)C)[C:12]([CH3:25])([CH3:24])[C:11]2=[O:26])[CH:7]=[CH:6][C:3]=1[C:4]#[N:5].[F-].C([N+](CCCC)(CCCC)CCCC)CCC.C1COCC1.O, predict the reaction product. The product is: [Cl:1][C:2]1[CH:9]=[C:8]([N:10]2[C@@H:14]([CH3:15])[C@H:13]([OH:16])[C:12]([CH3:25])([CH3:24])[C:11]2=[O:26])[CH:7]=[CH:6][C:3]=1[C:4]#[N:5]. (3) Given the reactants [F:1][C:2]1[CH:3]=[C:4]([NH:8][C:9]([NH2:11])=[S:10])[CH:5]=[CH:6][CH:7]=1.[O-]CC.[Na+].[C:16]([CH2:18][C:19](OCC)=[O:20])#[N:17], predict the reaction product. The product is: [NH2:17][C:16]1[N:8]([C:4]2[CH:5]=[CH:6][CH:7]=[C:2]([F:1])[CH:3]=2)[C:9](=[S:10])[NH:11][C:19](=[O:20])[CH:18]=1. (4) Given the reactants [F:1][C:2]([F:54])([F:53])[O:3][C:4]1[CH:9]=[CH:8][C:7](/[CH:10]=[CH:11]/[C:12]2[O:13][CH:14]=[C:15]([CH2:17][O:18][C:19]3[CH:24]=[CH:23][C:22]([CH2:25][CH2:26][CH2:27][CH2:28][C:29]4[N:30]=[N:31][N:32](C(C5C=CC=CC=5)(C5C=CC=CC=5)C5C=CC=CC=5)[CH:33]=4)=[CH:21][CH:20]=3)[N:16]=2)=[CH:6][CH:5]=1.C(O)=O.C1COCC1.[OH-].[Na+], predict the reaction product. The product is: [F:53][C:2]([F:1])([F:54])[O:3][C:4]1[CH:9]=[CH:8][C:7](/[CH:10]=[CH:11]/[C:12]2[O:13][CH:14]=[C:15]([CH2:17][O:18][C:19]3[CH:24]=[CH:23][C:22]([CH2:25][CH2:26][CH2:27][CH2:28][C:29]4[N:30]=[N:31][NH:32][CH:33]=4)=[CH:21][CH:20]=3)[N:16]=2)=[CH:6][CH:5]=1. (5) Given the reactants [CH3:1][O:2][C:3]1[CH:8]=[C:7]([N+:9]([O-:11])=[O:10])[CH:6]=[CH:5][C:4]=1[NH2:12].Cl.[N:14]1([CH2:19][C:20](O)=[O:21])[CH2:18][CH2:17][CH2:16][CH2:15]1.C(N(CC)C(C)C)(C)C.F[P-](F)(F)(F)(F)F.N1C2N=CC=C(OC(N(C)C)=[N+](C)C)C=2N=N1, predict the reaction product. The product is: [CH3:1][O:2][C:3]1[CH:8]=[C:7]([N+:9]([O-:11])=[O:10])[CH:6]=[CH:5][C:4]=1[NH:12][C:20](=[O:21])[CH2:19][N:14]1[CH2:18][CH2:17][CH2:16][CH2:15]1. (6) The product is: [CH3:22][O:21][C:19]([C:15]1[CH2:14][N:13]([CH2:12][CH2:11][CH2:10][CH2:9][CH2:8][CH2:7][CH2:6][CH2:5][OH:4])[CH2:18][CH2:17][CH:16]=1)=[O:20]. Given the reactants [BH4-].[Na+].[I-].[OH:4][CH2:5][CH2:6][CH2:7][CH2:8][CH2:9][CH2:10][CH2:11][CH2:12][N+:13]1[CH:18]=[CH:17][CH:16]=[C:15]([C:19]([O:21][CH3:22])=[O:20])[CH:14]=1, predict the reaction product. (7) Given the reactants [CH2:1]([NH:8][CH2:9][CH2:10][OH:11])[C:2]1[CH:7]=[CH:6][CH:5]=[CH:4][CH:3]=1.[Cl:12][C:13]1[S:37][C:16]2[NH:17][C:18]([C:20]([NH:22][C@@H:23]3[CH2:31][C:30]4[C:25](=[CH:26][CH:27]=[CH:28][CH:29]=4)[C@H:24]3[NH:32][C:33](=[O:36])[CH2:34]Cl)=[O:21])=[CH:19][C:15]=2[CH:14]=1.CCN(CC)CC, predict the reaction product. The product is: [Cl:12][C:13]1[S:37][C:16]2[NH:17][C:18]([C:20]([NH:22][C@@H:23]3[CH2:31][C:30]4[C:25](=[CH:26][CH:27]=[CH:28][CH:29]=4)[C@H:24]3[NH:32][C:33](=[O:36])[CH2:34][N:8]([CH2:9][CH2:10][OH:11])[CH2:1][C:2]3[CH:7]=[CH:6][CH:5]=[CH:4][CH:3]=3)=[O:21])=[CH:19][C:15]=2[CH:14]=1. (8) Given the reactants [NH2:1][C:2]1[C:7]([Br:8])=[CH:6][C:5]([S:9](=[O:12])(=[O:11])[NH2:10])=[CH:4][C:3]=1[S:13]([NH2:16])(=[O:15])=[O:14].[CH:17]1([CH:23]=O)[CH2:22][CH2:21][CH2:20][CH2:19][CH2:18]1, predict the reaction product. The product is: [Br:8][C:7]1[C:2]2[NH:1][CH:23]([CH:17]3[CH2:22][CH2:21][CH2:20][CH2:19][CH2:18]3)[NH:16][S:13](=[O:15])(=[O:14])[C:3]=2[CH:4]=[C:5]([S:9](=[O:11])(=[O:12])[NH2:10])[CH:6]=1. (9) Given the reactants [Cl:1][C:2]1[CH:34]=[CH:33][C:5]([C:6]([C@@:8]2([OH:32])[C@@H:12]([CH2:13][O:14][C:15](=[O:23])[C:16]3[CH:21]=[CH:20][C:19]([Cl:22])=[CH:18][CH:17]=3)[O:11][C@@H](N3C=CC(=O)NC3=O)C2)=[O:7])=[CH:4][CH:3]=1.[C@@H]1([N:44]2C=CC(=O)[NH:47][C:45]2=O)O[C@H](CO)[C@@H](O)[C@H]1O.N12[CH2:59][CH2:58][N:55]([CH2:56][CH2:57]1)[CH2:54]C2.C1(C)C=CC(S(Cl)(=O)=[O:67])=CC=1, predict the reaction product. The product is: [Cl:1][C:2]1[CH:3]=[CH:4][C:5]([C:6]([C@@:8]2([OH:32])[C@@H:12]([CH2:13][O:14][C:15](=[O:23])[C:16]3[CH:21]=[CH:20][C:19]([Cl:22])=[CH:18][CH:17]=3)[O:11][C@@H:58]([N:55]3[CH:56]=[CH:57][C:45]([NH2:47])=[N:44][C:54]3=[O:67])[CH2:59]2)=[O:7])=[CH:33][CH:34]=1. (10) Given the reactants [O-2].[Zn+2:2].[C:3]1([P:9](=[O:12])([OH:11])[OH:10])[CH:8]=[CH:7][CH:6]=[CH:5][CH:4]=1, predict the reaction product. The product is: [C:3]1([P:9](=[O:10])([O-:12])[O-:11])[CH:8]=[CH:7][CH:6]=[CH:5][CH:4]=1.[Zn+2:2].